This data is from Experimental lipophilicity measurements (octanol/water distribution) for 4,200 compounds from AstraZeneca. The task is: Regression/Classification. Given a drug SMILES string, predict its absorption, distribution, metabolism, or excretion properties. Task type varies by dataset: regression for continuous measurements (e.g., permeability, clearance, half-life) or binary classification for categorical outcomes (e.g., BBB penetration, CYP inhibition). For this dataset (lipophilicity_astrazeneca), we predict Y. (1) The compound is CC(=O)CC(c1ccccc1)c1c(O)c2ccccc2oc1=O. The Y is 0.860 logD. (2) The molecule is Cc1ccc(S(=O)(=O)NC(=O)N2CCC(N3CCC(Oc4ccc(Cl)c(C)c4Cl)CC3)CC2)cc1. The Y is 2.20 logD.